This data is from Peptide-MHC class I binding affinity with 185,985 pairs from IEDB/IMGT. The task is: Regression. Given a peptide amino acid sequence and an MHC pseudo amino acid sequence, predict their binding affinity value. This is MHC class I binding data. (1) The peptide sequence is VASSNYNRRF. The MHC is Mamu-A01 with pseudo-sequence Mamu-A01. The binding affinity (normalized) is 0.315. (2) The peptide sequence is AVAVARVAA. The MHC is HLA-B15:17 with pseudo-sequence HLA-B15:17. The binding affinity (normalized) is 0.0847. (3) The peptide sequence is RPIVSTQLL. The MHC is HLA-A31:01 with pseudo-sequence HLA-A31:01. The binding affinity (normalized) is 0.0847. (4) The peptide sequence is AYDHGNVIL. The MHC is HLA-B58:01 with pseudo-sequence HLA-B58:01. The binding affinity (normalized) is 0.0847.